From a dataset of Full USPTO retrosynthesis dataset with 1.9M reactions from patents (1976-2016). Predict the reactants needed to synthesize the given product. The reactants are: [C:1]12([CH2:11][C:12]([NH:14][C:15]3[CH:24]=[CH:23][CH:22]=[C:21]4[C:16]=3[CH:17]=[CH:18][C:19]([Cl:25])=[N:20]4)=[O:13])[CH2:10][CH:5]3[CH2:6][CH:7]([CH2:9][CH:3]([CH2:4]3)[CH2:2]1)[CH2:8]2.[NH2:26][CH2:27][CH2:28][NH:29][CH2:30][CH2:31][OH:32].C(OC(OC(OC(C)(C)C)=O)=O)(C)(C)C.[ClH:48]. Given the product [ClH:25].[ClH:48].[C:1]12([CH2:11][C:12]([NH:14][C:15]3[CH:24]=[CH:23][CH:22]=[C:21]4[C:16]=3[CH:17]=[CH:18][C:19]([NH:26][CH2:27][CH2:28][NH:29][CH2:30][CH2:31][OH:32])=[N:20]4)=[O:13])[CH2:10][CH:5]3[CH2:6][CH:7]([CH2:9][CH:3]([CH2:4]3)[CH2:2]1)[CH2:8]2, predict the reactants needed to synthesize it.